From a dataset of Reaction yield outcomes from USPTO patents with 853,638 reactions. Predict the reaction yield, written as a fraction of the theoretical maximum amount of product (1.0 means a 100% yield; for example, 0.34 means a 34% yield). (1) The reactants are C[Si]([N-][Si](C)(C)C)(C)C.[Li+].F[C:12]1[C:13]([C:20]2[NH:29][C:28](=[O:30])[C:27]3[C:22](=[CH:23][C:24]([O:33][CH3:34])=[CH:25][C:26]=3[O:31][CH3:32])[N:21]=2)=[N:14][CH:15]=[C:16]([O:18][CH3:19])[CH:17]=1.Cl.[NH2:36][CH:37]1[CH2:42][CH2:41][N:40]([C:43](=[O:47])[CH:44]([CH3:46])[CH3:45])[CH2:39][CH2:38]1. The catalyst is C1COCC1.[NH4+].[Cl-]. The product is [C:43]([N:40]1[CH2:39][CH2:38][CH:37]([NH:36][C:12]2[C:13]([C:20]3[NH:29][C:28](=[O:30])[C:27]4[C:22](=[CH:23][C:24]([O:33][CH3:34])=[CH:25][C:26]=4[O:31][CH3:32])[N:21]=3)=[N:14][CH:15]=[C:16]([O:18][CH3:19])[CH:17]=2)[CH2:42][CH2:41]1)(=[O:47])[CH:44]([CH3:46])[CH3:45]. The yield is 0.270. (2) The reactants are Cl[CH2:2][C@:3]([C:8]1[CH:13]=[CH:12][C:11]([F:14])=[CH:10][C:9]=1[F:15])([OH:7])[C@H:4]([OH:6])[CH3:5].C[O-].[Na+].O. The catalyst is CO. The product is [O:7]1[C@:3]([C:8]2[CH:13]=[CH:12][C:11]([F:14])=[CH:10][C:9]=2[F:15])([C@H:4]([OH:6])[CH3:5])[CH2:2]1. The yield is 0.970. (3) The reactants are Cl.[F:2][C:3]([F:15])([F:14])[O:4][C:5]1[CH:6]=[C:7]([C@H:11]([NH2:13])[CH3:12])[CH:8]=[CH:9][CH:10]=1.[C:16]([O-])(O)=[O:17].[Na+].ClC(Cl)(OC(=O)OC(Cl)(Cl)Cl)Cl. The catalyst is C(Cl)Cl. The product is [N:13]([C@@H:11]([C:7]1[CH:8]=[CH:9][CH:10]=[C:5]([O:4][C:3]([F:14])([F:15])[F:2])[CH:6]=1)[CH3:12])=[C:16]=[O:17]. The yield is 0.820. (4) The reactants are Br[C:2]([CH3:18])=[CH:3][C:4]([C:6]1[CH:11]=[C:10]([O:12][CH3:13])[C:9]([O:14][CH3:15])=[C:8]([O:16][CH3:17])[CH:7]=1)=[O:5].OCC1SC(B(O)O)=CC=1.Br[C:30]1[CH:37]=[CH:36][C:33]([CH:34]=[O:35])=[CH:32][CH:31]=1. No catalyst specified. The product is [O:5]=[C:4]([C:6]1[CH:7]=[C:8]([O:16][CH3:17])[C:9]([O:14][CH3:15])=[C:10]([O:12][CH3:13])[CH:11]=1)[CH:3]=[C:2]([C:30]1[CH:37]=[CH:36][C:33]([CH:34]=[O:35])=[CH:32][CH:31]=1)[CH3:18]. The yield is 0.0100.